The task is: Predict the reaction yield, written as a fraction of the theoretical maximum amount of product (1.0 means a 100% yield; for example, 0.34 means a 34% yield).. This data is from Reaction yield outcomes from USPTO patents with 853,638 reactions. (1) The reactants are C(=O)([O-])[O-].[Cs+].[Cs+].N1CCOCC1.C[O:14][CH:15](OC)[C:16]1[CH:21]=[CH:20][C:19]([N:22]2[CH2:27][CH2:26][O:25][CH2:24][CH2:23]2)=[CH:18][CH:17]=1.Cl.CCOCC.C(=O)(O)[O-].[Na+]. The catalyst is C1(C)C=CC=CC=1.C(O)(C)(C)C.C1COCC1. The product is [N:22]1([C:19]2[CH:18]=[CH:17][C:16]([CH:15]=[O:14])=[CH:21][CH:20]=2)[CH2:27][CH2:26][O:25][CH2:24][CH2:23]1. The yield is 0.750. (2) The reactants are [Cl:1][C:2]1[C:3]([F:42])=[C:4]([C@@H:8]2[C@:12]([C:15]3[CH:20]=[CH:19][C:18]([Cl:21])=[CH:17][C:16]=3[F:22])([C:13]#[N:14])[C@H:11]([CH2:23][C:24]([CH3:27])([CH3:26])[CH3:25])[NH:10][C@H:9]2[C:28]([NH:30][C:31]2[CH:39]=[CH:38][C:34]([C:35]([OH:37])=[O:36])=[CH:33][C:32]=2[O:40][CH3:41])=[O:29])[CH:5]=[CH:6][CH:7]=1.C(N(CC)CC)C.O=C1N(P(Cl)(N2CCOC2=O)=O)[CH2:54][CH2:53][O:52]1.C(O)CO. The catalyst is C(Cl)Cl. The product is [Cl:1][C:2]1[C:3]([F:42])=[C:4]([C@@H:8]2[C@:12]([C:15]3[CH:20]=[CH:19][C:18]([Cl:21])=[CH:17][C:16]=3[F:22])([C:13]#[N:14])[C@H:11]([CH2:23][C:24]([CH3:26])([CH3:27])[CH3:25])[NH:10][C@H:9]2[C:28]([NH:30][C:31]2[CH:39]=[CH:38][C:34]([C:35]([O:37][CH2:54][CH2:53][OH:52])=[O:36])=[CH:33][C:32]=2[O:40][CH3:41])=[O:29])[CH:5]=[CH:6][CH:7]=1. The yield is 0.530. (3) The reactants are [CH3:1][C:2]1[CH:9]=[CH:8][CH:7]=[CH:6][C:3]=1[CH:4]=O.[CH3:10][C:11]([CH3:13])=[O:12].[OH-].[Na+].O. The catalyst is C(O)C. The product is [CH3:1][C:2]1[CH:9]=[CH:8][CH:7]=[CH:6][C:3]=1[CH:4]=[CH:10][C:11](=[O:12])[CH:13]=[CH:1][C:2]1[CH:9]=[CH:8][CH:7]=[CH:6][C:3]=1[CH3:4]. The yield is 0.430. (4) The product is [Cl:42][C:14]1[C:13]2[CH:12]=[C:11]([O:10][CH2:9][C:8]3[CH:29]=[CH:30][C:5]([O:4][CH:1]([CH3:2])[CH3:3])=[C:6]([C:31]([F:34])([F:32])[F:33])[CH:7]=3)[CH:19]=[CH:18][C:17]=2[N:16]2[CH2:20][CH2:21][C@H:22]([CH2:23][C:24]([O:26][CH2:27][CH3:28])=[O:25])[C:15]=12. The reactants are [CH:1]([O:4][C:5]1[CH:30]=[CH:29][C:8]([CH2:9][O:10][C:11]2[CH:19]=[CH:18][C:17]3[N:16]4[CH2:20][CH2:21][C@H:22]([CH2:23][C:24]([O:26][CH2:27][CH3:28])=[O:25])[C:15]4=[CH:14][C:13]=3[CH:12]=2)=[CH:7][C:6]=1[C:31]([F:34])([F:33])[F:32])([CH3:3])[CH3:2].C1C(=O)N([Cl:42])C(=O)C1. The yield is 0.960. The catalyst is C(Cl)Cl.